From a dataset of Forward reaction prediction with 1.9M reactions from USPTO patents (1976-2016). Predict the product of the given reaction. (1) Given the reactants [NH2:1][C:2]1[CH:25]=[CH:24][C:23]([N:26]2[CH2:31][CH2:30][CH2:29][CH2:28][CH2:27]2)=[CH:22][C:3]=1[C:4]([NH:6][C:7]1[CH:11]=[CH:10][N:9]([C:12]2[CH:17]=[CH:16][CH:15]=[C:14]([C:18]([F:21])([F:20])[F:19])[CH:13]=2)[N:8]=1)=[O:5].[CH2:32]([N:34]([CH2:49][CH3:50])[CH2:35][CH2:36][N:37]([CH2:39][C:40]1[CH:41]=[C:42]([CH:46]=[CH:47][CH:48]=1)[C:43](O)=[O:44])[CH3:38])[CH3:33].CCN=C=NCCCN(C)C.Cl, predict the reaction product. The product is: [CH2:49]([N:34]([CH2:32][CH3:33])[CH2:35][CH2:36][N:37]([CH2:39][C:40]1[CH:41]=[C:42]([CH:46]=[CH:47][CH:48]=1)[C:43]([NH:1][C:2]1[CH:25]=[CH:24][C:23]([N:26]2[CH2:31][CH2:30][CH2:29][CH2:28][CH2:27]2)=[CH:22][C:3]=1[C:4]([NH:6][C:7]1[CH:11]=[CH:10][N:9]([C:12]2[CH:17]=[CH:16][CH:15]=[C:14]([C:18]([F:20])([F:21])[F:19])[CH:13]=2)[N:8]=1)=[O:5])=[O:44])[CH3:38])[CH3:50]. (2) The product is: [CH3:24][O:23][CH:22]([O:25][CH3:26])[CH2:21][N:16]1[C:17]2[C:13](=[CH:12][C:11]([O:10][C:5]3[CH:4]=[CH:3][C:2]([F:1])=[CH:9][C:6]=3[C:7]#[N:8])=[CH:19][CH:18]=2)[CH:14]=[N:15]1. Given the reactants [F:1][C:2]1[CH:3]=[CH:4][C:5]([O:10][C:11]2[CH:12]=[C:13]3[C:17](=[CH:18][CH:19]=2)[NH:16][N:15]=[CH:14]3)=[C:6]([CH:9]=1)[C:7]#[N:8].Br[CH2:21][CH:22]([O:25][CH3:26])[O:23][CH3:24].[H-].[Na+], predict the reaction product. (3) Given the reactants ClC1C=C(C=CC=1Cl)[O:5][CH:6]1[CH2:11][CH2:10][N:9]([S:12]([C:15]2[C:16]([CH3:22])=[N:17][N:18](C)[C:19]=2[CH3:20])(=[O:14])=[O:13])[CH2:8][CH2:7]1.ClC1C=C(C=CC=1Cl)NCC1CCN(S(C2C(C)=NN(C)C=2C)(=O)=O)CC1.Cl.[Cl:55][C:56]1[CH:69]=[CH:68][C:59]([CH2:60]C2(O)CCNCC2)=[C:58]([O:70][CH3:71])[CH:57]=1, predict the reaction product. The product is: [Cl:55][C:56]1[CH:69]=[CH:68][C:59]([CH2:60][C:6]2([OH:5])[CH2:7][CH2:8][N:9]([S:12]([C:15]3[C:19]([CH3:20])=[N:18][NH:17][C:16]=3[CH3:22])(=[O:13])=[O:14])[CH2:10][CH2:11]2)=[C:58]([O:70][CH3:71])[CH:57]=1. (4) Given the reactants [C:1]1([CH:7]2[CH2:11][CH2:10][NH:9][CH2:8]2)[CH:6]=[CH:5][CH:4]=[CH:3][CH:2]=1.[CH:12]([C:14]1[CH:28]=[CH:27][C:17]([O:18][C:19]2[CH:26]=[CH:25][C:22]([C:23]#[N:24])=[CH:21][N:20]=2)=[C:16]([F:29])[CH:15]=1)=O.C(O[BH-](OC(=O)C)OC(=O)C)(=O)C.[Na+].C(O)(=O)C, predict the reaction product. The product is: [F:29][C:16]1[CH:15]=[C:14]([CH2:12][N:9]2[CH2:10][CH2:11][CH:7]([C:1]3[CH:6]=[CH:5][CH:4]=[CH:3][CH:2]=3)[CH2:8]2)[CH:28]=[CH:27][C:17]=1[O:18][C:19]1[CH:26]=[CH:25][C:22]([C:23]#[N:24])=[CH:21][N:20]=1. (5) Given the reactants O[CH:2]1[CH2:8][CH2:7][N:6]([C:9]([O:11][CH2:12][C:13]2[CH:18]=[CH:17][CH:16]=[CH:15][CH:14]=2)=[O:10])[CH2:5][CH2:4][CH:3]1[C:19]([O:21][CH2:22][CH3:23])=[O:20].C(N(CC)CC)C.CS(Cl)(=O)=O.C1CCN2C(=NCCC2)CC1, predict the reaction product. The product is: [N:6]1([C:9]([O:11][CH2:12][C:13]2[CH:14]=[CH:15][CH:16]=[CH:17][CH:18]=2)=[O:10])[CH2:7][CH2:8][CH:2]=[C:3]([C:19]([O:21][CH2:22][CH3:23])=[O:20])[CH2:4][CH2:5]1. (6) Given the reactants [N:1]([CH2:4][C@@H:5]1[CH2:14][C:13]2[C:8](=[CH:9][CH:10]=[CH:11][CH:12]=2)[CH2:7][N:6]1[C:15]([C:17]1[CH:18]=[C:19]([CH:23]=[CH:24][C:25]=1[C:26]1[N:27]([CH3:42])[CH:28]=[C:29]([C:31](=[O:41])[N:32]([CH2:37][CH2:38][CH2:39][CH3:40])[CH2:33][CH2:34][CH2:35][CH3:36])[N:30]=1)[C:20](O)=[O:21])=[O:16])=[N+:2]=[N-:3].[I:43][C:44]1[CH:45]=[CH:46][CH:47]=[C:48]2[C:53]=1[CH:52]=[C:51]([S:54]([NH2:57])(=[O:56])=[O:55])[CH:50]=[CH:49]2, predict the reaction product. The product is: [N:1]([CH2:4][C@@H:5]1[CH2:14][C:13]2[C:8](=[CH:9][CH:10]=[CH:11][CH:12]=2)[CH2:7][N:6]1[C:15]([C:17]1[CH:18]=[C:19]([C:20](=[O:21])[NH:57][S:54]([C:51]2[CH:50]=[CH:49][C:48]3[C:53](=[C:44]([I:43])[CH:45]=[CH:46][CH:47]=3)[CH:52]=2)(=[O:56])=[O:55])[CH:23]=[CH:24][C:25]=1[C:26]1[N:27]([CH3:42])[CH:28]=[C:29]([C:31]([N:32]([CH2:33][CH2:34][CH2:35][CH3:36])[CH2:37][CH2:38][CH2:39][CH3:40])=[O:41])[N:30]=1)=[O:16])=[N+:2]=[N-:3]. (7) The product is: [CH3:11][C:12]1([C:16]2[NH:3][CH:4]=[C:5]([C:7]([F:10])([F:9])[F:8])[N:6]=2)[CH2:15][O:14][CH2:13]1. Given the reactants CC1[NH:3][CH:4]=[C:5]([C:7]([F:10])([F:9])[F:8])[N:6]=1.[CH3:11][C:12]1([CH:16]=O)[CH2:15][O:14][CH2:13]1, predict the reaction product. (8) Given the reactants [Cl-].O[NH3+:3].[C:4](=[O:7])([O-])[OH:5].[Na+].CS(C)=O.[CH2:13]([C:15]1[S:52][C:18]2[N:19]([CH2:36][C:37]3[CH:42]=[CH:41][C:40]([C:43]4[C:44]([C:50]#[N:51])=[CH:45][C:46]([F:49])=[CH:47][CH:48]=4)=[CH:39][CH:38]=3)[C:20](=[O:35])[N:21]([CH2:24][C:25]([C:27]3[CH:32]=[CH:31][C:30]([O:33][CH3:34])=[CH:29][CH:28]=3)=[O:26])[C:22](=[O:23])[C:17]=2[CH:16]=1)[CH3:14], predict the reaction product. The product is: [CH2:13]([C:15]1[S:52][C:18]2[N:19]([CH2:36][C:37]3[CH:42]=[CH:41][C:40]([C:43]4[CH:48]=[CH:47][C:46]([F:49])=[CH:45][C:44]=4[C:50]4[NH:3][C:4](=[O:7])[O:5][N:51]=4)=[CH:39][CH:38]=3)[C:20](=[O:35])[N:21]([CH2:24][C:25]([C:27]3[CH:28]=[CH:29][C:30]([O:33][CH3:34])=[CH:31][CH:32]=3)=[O:26])[C:22](=[O:23])[C:17]=2[CH:16]=1)[CH3:14]. (9) Given the reactants CS(O[CH2:6][CH2:7][C:8]1[CH:13]=[CH:12][CH:11]=[CH:10][C:9]=1[Br:14])(=O)=O.[CH2:15]([O:17][CH2:18][CH2:19][NH2:20])[CH3:16].C(=O)([O-])[O-].[K+].[K+], predict the reaction product. The product is: [Br:14][C:9]1[CH:10]=[CH:11][CH:12]=[CH:13][C:8]=1[CH2:7][CH2:6][NH:20][CH2:19][CH2:18][O:17][CH2:15][CH3:16].